Dataset: Forward reaction prediction with 1.9M reactions from USPTO patents (1976-2016). Task: Predict the product of the given reaction. (1) The product is: [Cl:8][C:9]1[C:14]([C:15]2[C:24](=[O:25])[NH:23][C:18]3=[N:19][CH:20]=[CH:21][N:22]=[C:17]3[C:16]=2[O:26][C:1](=[O:6])[C:2]([CH3:5])([CH3:4])[CH3:3])=[CH:13][CH:12]=[C:11]([Cl:27])[N:10]=1. Given the reactants [C:1](Cl)(=[O:6])[C:2]([CH3:5])([CH3:4])[CH3:3].[Cl:8][C:9]1[C:14]([C:15]2[C:24](=[O:25])[NH:23][C:18]3=[N:19][CH:20]=[CH:21][N:22]=[C:17]3[C:16]=2[OH:26])=[CH:13][CH:12]=[C:11]([Cl:27])[N:10]=1.N1C=CC=CC=1, predict the reaction product. (2) The product is: [C:20]1([CH:19]=[CH:18][CH2:17][O:1][CH:2]2[CH2:3][CH2:4][N:5]([C:8]([O:10][C:11]([CH3:14])([CH3:13])[CH3:12])=[O:9])[CH2:6][CH2:7]2)[CH:25]=[CH:24][CH:23]=[CH:22][CH:21]=1. Given the reactants [OH:1][CH:2]1[CH2:7][CH2:6][N:5]([C:8]([O:10][C:11]([CH3:14])([CH3:13])[CH3:12])=[O:9])[CH2:4][CH2:3]1.[H-].[Na+].[CH2:17](Cl)[CH:18]=[CH:19][C:20]1[CH:25]=[CH:24][CH:23]=[CH:22][CH:21]=1, predict the reaction product. (3) Given the reactants [Br-].[C:2]([C:5]1[CH:31]=[CH:30][C:8]([CH2:9][CH2:10][P+](C2C=CC=CC=2)(C2C=CC=CC=2)C2C=CC=CC=2)=[CH:7][CH:6]=1)([OH:4])=[O:3].C[Si](C)(C)[N-][Si](C)(C)C.[Li+].[Br:42][C:43]1[CH:50]=[CH:49][CH:48]=[CH:47][C:44]=1[CH:45]=O.O, predict the reaction product. The product is: [Br:42][C:43]1[CH:50]=[CH:49][CH:48]=[CH:47][C:44]=1[CH:45]=[CH:10][CH2:9][C:8]1[CH:7]=[CH:6][C:5]([C:2]([OH:4])=[O:3])=[CH:31][CH:30]=1. (4) Given the reactants [Cl:1][C:2]1[CH:3]=[CH:4][C:5]([O:38][CH:39]([F:41])[F:40])=[C:6]([C:8]2[C:13]([O:14][CH3:15])=[CH:12][N:11]([CH:16]([CH2:33][CH2:34][O:35][CH3:36])[C:17]([NH:19][C:20]3[CH:32]=[CH:31][C:23]([C:24]([O:26]C(C)(C)C)=[O:25])=[CH:22][CH:21]=3)=[O:18])[C:10](=[O:37])[CH:9]=2)[CH:7]=1.C(O)(C(F)(F)F)=O, predict the reaction product. The product is: [Cl:1][C:2]1[CH:3]=[CH:4][C:5]([O:38][CH:39]([F:41])[F:40])=[C:6]([C:8]2[C:13]([O:14][CH3:15])=[CH:12][N:11]([CH:16]([CH2:33][CH2:34][O:35][CH3:36])[C:17]([NH:19][C:20]3[CH:32]=[CH:31][C:23]([C:24]([OH:26])=[O:25])=[CH:22][CH:21]=3)=[O:18])[C:10](=[O:37])[CH:9]=2)[CH:7]=1. (5) Given the reactants [H-].[Al+3].[Li+].[H-].[H-].[H-].C[O:8][C:9](=O)[C:10]1[CH:15]=[CH:14][C:13]([CH2:16][O:17][CH2:18][CH3:19])=[CH:12][CH:11]=1.O.[OH-].[Na+], predict the reaction product. The product is: [CH2:18]([O:17][CH2:16][C:13]1[CH:14]=[CH:15][C:10]([CH2:9][OH:8])=[CH:11][CH:12]=1)[CH3:19]. (6) Given the reactants [CH3:1][C:2]1([CH3:9])[CH2:6][C:5](=O)[C:4](=O)[CH2:3]1.COP([CH2:16][C:17]([C:19]1[CH:20]=[N:21][N:22]([C:25]([CH3:28])([CH3:27])[CH3:26])[C:23]=1[CH3:24])=O)(=O)OC.O.[NH2:30][NH2:31], predict the reaction product. The product is: [C:25]([N:22]1[C:23]([CH3:24])=[C:19]([C:17]2[N:31]=[N:30][C:4]3[CH2:3][C:2]([CH3:9])([CH3:1])[CH2:6][C:5]=3[CH:16]=2)[CH:20]=[N:21]1)([CH3:28])([CH3:27])[CH3:26].